Predict the reaction yield, written as a fraction of the theoretical maximum amount of product (1.0 means a 100% yield; for example, 0.34 means a 34% yield). From a dataset of Reaction yield outcomes from USPTO patents with 853,638 reactions. (1) The reactants are [CH2:1]1[CH2:8][CH2:7][CH2:6][CH2:5][CH2:4][CH2:3][CH2:2]1.[OH:9]N1[C:20](=[O:21])[C:19]2[C:14](=[CH:15][CH:16]=[CH:17][CH:18]=2)S1(=O)=O.[C:22]([OH:25])(=O)[CH3:23]. No catalyst specified. The product is [C:1]1(=[O:9])[CH2:8][CH2:7][CH2:6][CH2:5][CH2:4][CH2:3][CH2:2]1.[CH:20]1([OH:21])[CH2:19][CH2:14][CH2:15][CH2:16][CH2:17][CH2:18][CH2:22]1.[C:22]1(=[O:25])[CH2:23][CH2:6][CH2:5][CH2:4][C:3](=[O:9])[CH2:2][CH2:1]1. The yield is 0.190. (2) The reactants are [CH3:1][C:2]1[C:3]([N+:12]([O-:14])=[O:13])=[C:4]([CH2:8][C:9](O)=[O:10])[CH:5]=[CH:6][CH:7]=1. The catalyst is C1COCC1. The product is [CH3:1][C:2]1[C:3]([N+:12]([O-:14])=[O:13])=[C:4]([CH:5]=[CH:6][CH:7]=1)[CH2:8][CH2:9][OH:10]. The yield is 0.950.